From a dataset of Forward reaction prediction with 1.9M reactions from USPTO patents (1976-2016). Predict the product of the given reaction. (1) Given the reactants CC(C)([O-])C.[K+].[C:7]([CH2:9]P(=O)(OCC)OCC)#[N:8].[CH:18]([C:20]1([C:23]#[N:24])[CH2:22][CH2:21]1)=O, predict the reaction product. The product is: [C:7](/[CH:9]=[CH:18]/[C:20]1([C:23]#[N:24])[CH2:22][CH2:21]1)#[N:8]. (2) Given the reactants Br[CH2:2][C:3]1[O:7][C:6]([C:8]([CH:16]2[CH2:21][CH2:20][CH2:19][CH2:18][CH2:17]2)([C:10]2[CH:15]=[CH:14][CH:13]=[CH:12][CH:11]=2)[OH:9])=[N:5][CH:4]=1.[Br-].[OH:23][CH2:24][CH2:25][CH2:26][CH2:27][CH2:28][CH2:29][CH2:30][CH2:31][CH2:32][NH2+:33][CH3:34].C(N(CC)C(C)C)(C)C.C([O-])(O)=O.[Na+], predict the reaction product. The product is: [CH:16]1([C:8]([OH:9])([C:10]2[CH:15]=[CH:14][CH:13]=[CH:12][CH:11]=2)[C:6]2[O:7][C:3]([CH2:2][N:33]([CH3:34])[CH2:32][CH2:31][CH2:30][CH2:29][CH2:28][CH2:27][CH2:26][CH2:25][CH2:24][OH:23])=[CH:4][N:5]=2)[CH2:21][CH2:20][CH2:19][CH2:18][CH2:17]1. (3) Given the reactants C(=O)([O-])[O-].[Cs+].[Cs+].[OH:7][C:8]1[CH:9]=[C:10]([CH:20]=[C:21]([O:23][C@@H:24]([CH3:27])[CH2:25][OH:26])[CH:22]=1)[C:11]([NH:13][C:14]1[S:18][N:17]=[C:16]([CH3:19])[N:15]=1)=[O:12].F[C:29]1[CH:41]=[CH:40][C:32]2[C:33](=[O:39])[N:34]([CH3:38])[CH2:35][CH2:36][O:37][C:31]=2[CH:30]=1, predict the reaction product. The product is: [CH3:35][CH:36]1[N:34]([CH3:38])[C:33](=[O:39])[C:32]2[CH:40]=[CH:41][C:29]([O:7][C:8]3[CH:9]=[C:10]([CH:20]=[C:21]([O:23][C@@H:24]([CH3:27])[CH2:25][OH:26])[CH:22]=3)[C:11]([NH:13][C:14]3[S:18][N:17]=[C:16]([CH3:19])[N:15]=3)=[O:12])=[CH:30][C:31]=2[O:37]1. (4) Given the reactants [F:1][CH2:2][CH2:3][NH:4][C:5]1[CH:10]=[CH:9][N:8]=[C:7]([NH2:11])[CH:6]=1.Br[CH2:13][C:14]([C:16]1[CH:21]=[CH:20][C:19]([O:22][CH3:23])=[C:18]([O:24][CH3:25])[CH:17]=1)=O, predict the reaction product. The product is: [CH3:25][O:24][C:18]1[CH:17]=[C:16]([C:14]2[N:11]=[C:7]3[CH:6]=[C:5]([NH:4][CH2:3][CH2:2][F:1])[CH:10]=[CH:9][N:8]3[CH:13]=2)[CH:21]=[CH:20][C:19]=1[O:22][CH3:23]. (5) The product is: [CH3:1][C:2]1[C:6]([CH2:7][O:8][C:9]2[CH:10]=[CH:11][C:12]([S:15]([N:18]([CH2:28][CH:29]([CH3:31])[CH3:30])[C:19]3[N:20]=[N:21][C:22]([O:25][CH3:26])=[CH:23][CH:24]=3)(=[O:17])=[O:16])=[CH:13][CH:14]=2)=[C:5]([CH3:27])[O:4][N:3]=1. Given the reactants [CH3:1][C:2]1[C:6]([CH2:7][O:8][C:9]2[CH:14]=[CH:13][C:12]([S:15]([NH:18][C:19]3[N:20]=[N:21][C:22]([O:25][CH3:26])=[CH:23][CH:24]=3)(=[O:17])=[O:16])=[CH:11][CH:10]=2)=[C:5]([CH3:27])[O:4][N:3]=1.[CH3:28][C:29](N=C(N(C)C)N(C)C)([CH3:31])[CH3:30].BrCC(C)C, predict the reaction product.